Dataset: NCI-60 drug combinations with 297,098 pairs across 59 cell lines. Task: Regression. Given two drug SMILES strings and cell line genomic features, predict the synergy score measuring deviation from expected non-interaction effect. (1) Drug 1: CC1OCC2C(O1)C(C(C(O2)OC3C4COC(=O)C4C(C5=CC6=C(C=C35)OCO6)C7=CC(=C(C(=C7)OC)O)OC)O)O. Drug 2: C1=NC2=C(N=C(N=C2N1C3C(C(C(O3)CO)O)O)F)N. Cell line: NCI-H226. Synergy scores: CSS=19.9, Synergy_ZIP=6.51, Synergy_Bliss=6.35, Synergy_Loewe=-3.50, Synergy_HSA=4.32. (2) Cell line: COLO 205. Synergy scores: CSS=66.0, Synergy_ZIP=-5.44, Synergy_Bliss=-2.05, Synergy_Loewe=-0.191, Synergy_HSA=1.84. Drug 2: CC1C(C(CC(O1)OC2CC(CC3=C2C(=C4C(=C3O)C(=O)C5=C(C4=O)C(=CC=C5)OC)O)(C(=O)CO)O)N)O.Cl. Drug 1: C1=NC(=NC(=O)N1C2C(C(C(O2)CO)O)O)N. (3) Drug 1: C1=NC2=C(N=C(N=C2N1C3C(C(C(O3)CO)O)F)Cl)N. Drug 2: CC12CCC3C(C1CCC2OP(=O)(O)O)CCC4=C3C=CC(=C4)OC(=O)N(CCCl)CCCl.[Na+]. Cell line: COLO 205. Synergy scores: CSS=8.62, Synergy_ZIP=-1.80, Synergy_Bliss=-5.34, Synergy_Loewe=-13.0, Synergy_HSA=-11.3. (4) Drug 1: CN(CC1=CN=C2C(=N1)C(=NC(=N2)N)N)C3=CC=C(C=C3)C(=O)NC(CCC(=O)O)C(=O)O. Drug 2: B(C(CC(C)C)NC(=O)C(CC1=CC=CC=C1)NC(=O)C2=NC=CN=C2)(O)O. Cell line: ACHN. Synergy scores: CSS=50.6, Synergy_ZIP=1.16, Synergy_Bliss=1.75, Synergy_Loewe=-2.64, Synergy_HSA=-1.98. (5) Drug 1: CC1OCC2C(O1)C(C(C(O2)OC3C4COC(=O)C4C(C5=CC6=C(C=C35)OCO6)C7=CC(=C(C(=C7)OC)O)OC)O)O. Drug 2: C1CC(=O)NC(=O)C1N2C(=O)C3=CC=CC=C3C2=O. Cell line: NCI/ADR-RES. Synergy scores: CSS=0.145, Synergy_ZIP=1.28, Synergy_Bliss=1.70, Synergy_Loewe=1.07, Synergy_HSA=0.237. (6) Drug 1: CN(C)C1=NC(=NC(=N1)N(C)C)N(C)C. Drug 2: CC1=C(C(CCC1)(C)C)C=CC(=CC=CC(=CC(=O)O)C)C. Cell line: MDA-MB-435. Synergy scores: CSS=-3.70, Synergy_ZIP=2.41, Synergy_Bliss=2.19, Synergy_Loewe=-1.41, Synergy_HSA=-2.57. (7) Drug 1: CCCS(=O)(=O)NC1=C(C(=C(C=C1)F)C(=O)C2=CNC3=C2C=C(C=N3)C4=CC=C(C=C4)Cl)F. Drug 2: CCC1(CC2CC(C3=C(CCN(C2)C1)C4=CC=CC=C4N3)(C5=C(C=C6C(=C5)C78CCN9C7C(C=CC9)(C(C(C8N6C=O)(C(=O)OC)O)OC(=O)C)CC)OC)C(=O)OC)O.OS(=O)(=O)O. Cell line: SW-620. Synergy scores: CSS=35.2, Synergy_ZIP=17.9, Synergy_Bliss=14.7, Synergy_Loewe=-37.6, Synergy_HSA=-1.10.